From a dataset of TCR-epitope binding with 47,182 pairs between 192 epitopes and 23,139 TCRs. Binary Classification. Given a T-cell receptor sequence (or CDR3 region) and an epitope sequence, predict whether binding occurs between them. (1) The epitope is ARMILMTHF. The TCR CDR3 sequence is CATSEFSDTQYF. Result: 0 (the TCR does not bind to the epitope). (2) The epitope is DATYQRTRALVR. The TCR CDR3 sequence is CASSTAGHQPQHF. Result: 1 (the TCR binds to the epitope). (3) The epitope is IVTDFSVIK. The TCR CDR3 sequence is CASSQEGQGGTEAFF. Result: 1 (the TCR binds to the epitope). (4) The epitope is GTSGSPIIDK. The TCR CDR3 sequence is CASSRGQGAYEQFF. Result: 1 (the TCR binds to the epitope). (5) The epitope is SEVGPEHSLAEY. The TCR CDR3 sequence is CASSQDPPAGFTDTQYF. Result: 1 (the TCR binds to the epitope). (6) The epitope is TPQDLNTML. The TCR CDR3 sequence is CASSLATDGYTF. Result: 1 (the TCR binds to the epitope). (7) The epitope is RAKFKQLL. The TCR CDR3 sequence is CASSSDRGGSPLHF. Result: 0 (the TCR does not bind to the epitope).